From a dataset of CYP2C19 inhibition data for predicting drug metabolism from PubChem BioAssay. Regression/Classification. Given a drug SMILES string, predict its absorption, distribution, metabolism, or excretion properties. Task type varies by dataset: regression for continuous measurements (e.g., permeability, clearance, half-life) or binary classification for categorical outcomes (e.g., BBB penetration, CYP inhibition). Dataset: cyp2c19_veith. (1) The molecule is Cc1cnc(CNc2ncncc2-c2ccccc2CN(C)C)cn1. The result is 0 (non-inhibitor). (2) The drug is COc1ccccc1N1CCN(c2nc(-c3ccccc3)cc(C(F)(F)F)n2)CC1. The result is 1 (inhibitor).